Dataset: Catalyst prediction with 721,799 reactions and 888 catalyst types from USPTO. Task: Predict which catalyst facilitates the given reaction. Reactant: [OH:1][CH:2]1[CH:7]([C:8]2[CH:13]=[CH:12][C:11]([OH:14])=[CH:10][CH:9]=2)[CH2:6][CH2:5][N:4]([C:15]([O:17][C:18]([CH3:21])([CH3:20])[CH3:19])=[O:16])[CH2:3]1.[C:22](=O)([O-])[O-].[K+].[K+].S(OC)(OC)(=O)=O. Product: [OH:1][CH:2]1[CH:7]([C:8]2[CH:9]=[CH:10][C:11]([O:14][CH3:22])=[CH:12][CH:13]=2)[CH2:6][CH2:5][N:4]([C:15]([O:17][C:18]([CH3:21])([CH3:20])[CH3:19])=[O:16])[CH2:3]1. The catalyst class is: 21.